Dataset: Peptide-MHC class I binding affinity with 185,985 pairs from IEDB/IMGT. Task: Regression. Given a peptide amino acid sequence and an MHC pseudo amino acid sequence, predict their binding affinity value. This is MHC class I binding data. (1) The peptide sequence is KDGTLFYCY. The MHC is HLA-A25:01 with pseudo-sequence HLA-A25:01. The binding affinity (normalized) is 0.0847. (2) The peptide sequence is MTRVTNNVY. The MHC is HLA-A01:01 with pseudo-sequence HLA-A01:01. The binding affinity (normalized) is 0.274. (3) The peptide sequence is ATPYDINQML. The MHC is HLA-A33:01 with pseudo-sequence HLA-A33:01. The binding affinity (normalized) is 0. (4) The peptide sequence is QGIRQVLFL. The MHC is Mamu-B8301 with pseudo-sequence Mamu-B8301. The binding affinity (normalized) is 0.224. (5) The binding affinity (normalized) is 0.580. The peptide sequence is AVVSLLRLLK. The MHC is HLA-A68:01 with pseudo-sequence HLA-A68:01.